Task: Predict the reactants needed to synthesize the given product.. Dataset: Full USPTO retrosynthesis dataset with 1.9M reactions from patents (1976-2016) Given the product [I:1][C:3]1[CH:16]=[CH:15][C:6]([C:7]([C:9]2[CH:14]=[CH:13][CH:12]=[CH:11][CH:10]=2)=[O:8])=[CH:5][CH:4]=1, predict the reactants needed to synthesize it. The reactants are: [IH:1].N[C:3]1[CH:16]=[CH:15][C:6]([C:7]([C:9]2[CH:14]=[CH:13][CH:12]=[CH:11][CH:10]=2)=[O:8])=[CH:5][CH:4]=1.C([O-])([O-])=O.[K+].[K+].